Dataset: Full USPTO retrosynthesis dataset with 1.9M reactions from patents (1976-2016). Task: Predict the reactants needed to synthesize the given product. Given the product [F:70][C:40]([F:39])([F:69])[C:41]1[CH:46]=[CH:45][C:44]([NH:47][C:48](=[O:68])[O:49][CH2:50][C:51]2([C:57](=[O:67])[NH:58][CH2:59][C:60]3[CH:65]=[CH:64][CH:63]=[CH:62][C:61]=3[Cl:66])[CH2:52][CH2:53][N:54]([C:5](=[O:7])[C@@H:2]([NH:1][C:8]([O:10][C:11]([CH3:14])([CH3:13])[CH3:12])=[O:9])[CH2:3][OH:4])[CH2:55][CH2:56]2)=[CH:43][CH:42]=1, predict the reactants needed to synthesize it. The reactants are: [NH:1]([C:8]([O:10][C:11]([CH3:14])([CH3:13])[CH3:12])=[O:9])[C@H:2]([C:5]([OH:7])=O)[CH2:3][OH:4].CN(C(ON1N=NC2C=CC=NC1=2)=[N+](C)C)C.F[P-](F)(F)(F)(F)F.[F:39][C:40]([F:70])([F:69])[C:41]1[CH:46]=[CH:45][C:44]([NH:47][C:48](=[O:68])[O:49][CH2:50][C:51]2([C:57](=[O:67])[NH:58][CH2:59][C:60]3[CH:65]=[CH:64][CH:63]=[CH:62][C:61]=3[Cl:66])[CH2:56][CH2:55][NH:54][CH2:53][CH2:52]2)=[CH:43][CH:42]=1.CCN(C(C)C)C(C)C.